Dataset: Reaction yield outcomes from USPTO patents with 853,638 reactions. Task: Predict the reaction yield, written as a fraction of the theoretical maximum amount of product (1.0 means a 100% yield; for example, 0.34 means a 34% yield). (1) The reactants are [CH3:1][N:2]1[C:6]([CH3:7])=[C:5]([CH3:8])[N:4]=[CH:3]1.[Li]CCCC.CN([CH:17]=[O:18])C. The catalyst is O1CCCC1. The product is [CH3:1][N:2]1[C:6]([CH3:7])=[C:5]([CH3:8])[N:4]=[C:3]1[CH:17]=[O:18]. The yield is 0.500. (2) The reactants are [CH3:1][C:2]1[CH:7]=[CH:6][C:5]([N+:8]([O-:10])=[O:9])=[CH:4][C:3]=1/[N:11]=[C:12](\Cl)/[C:13]1[S:21][C:16]2=[N:17][CH:18]=[CH:19][N:20]=[C:15]2[CH:14]=1.[C-:23]#[N:24].[K+]. The catalyst is C1COCC1.O.C(#N)C. The product is [CH3:1][C:2]1[CH:7]=[CH:6][C:5]([N+:8]([O-:10])=[O:9])=[CH:4][C:3]=1/[N:11]=[C:12](\[C:23]#[N:24])/[C:13]1[S:21][C:16]2=[N:17][CH:18]=[CH:19][N:20]=[C:15]2[CH:14]=1. The yield is 0.638. (3) The reactants are Cl.[Cl:2][C:3]1[C:4]([F:28])=[C:5]([CH:25]=[CH:26][CH:27]=1)[NH:6][C:7]1[C:16]2[C:11](=[CH:12][C:13]([O:23][CH3:24])=[C:14]([O:17][C@@H:18]3[CH2:22][CH2:21][NH:20][CH2:19]3)[CH:15]=2)[N:10]=[CH:9][N:8]=1.[CH3:29][S:30](Cl)(=[O:32])=[O:31]. The catalyst is ClCCl.N1C=CC=CC=1.C(N(C(C)C)CC)(C)C. The product is [Cl:2][C:3]1[C:4]([F:28])=[C:5]([CH:25]=[CH:26][CH:27]=1)[NH:6][C:7]1[C:16]2[C:11](=[CH:12][C:13]([O:23][CH3:24])=[C:14]([O:17][C@@H:18]3[CH2:22][CH2:21][N:20]([S:30]([CH3:29])(=[O:32])=[O:31])[CH2:19]3)[CH:15]=2)[N:10]=[CH:9][N:8]=1. The yield is 0.740. (4) The reactants are [C:1]([O:5][C:6]([NH:8][C@@H:9]([CH2:42][C:43]1[CH:48]=[CH:47][CH:46]=[CH:45][CH:44]=1)[CH2:10][C@@H:11]1[O:15]C(C)(C)[N:13]([C:18]([O:20][CH2:21][C:22]2[CH:27]=[CH:26][CH:25]=[CH:24][CH:23]=2)=[O:19])[C@H:12]1[CH2:28][C:29]1[CH:34]=[CH:33][C:32](OC(=O)C(F)(F)F)=[CH:31][CH:30]=1)=[O:7])([CH3:4])([CH3:3])[CH3:2].[Li+].[Cl-].C([Sn](CCCC)(CCCC)[C:56]1[CH:61]=[CH:60][CH:59]=[CH:58][N:57]=1)CCC.C(N(CC)CC)C.C(OC(OC(C)(C)C)=O)(OC(C)(C)C)=O. The catalyst is CN(C=O)C.C1COCC1.Cl[Pd](Cl)([P](C1C=CC=CC=1)(C1C=CC=CC=1)C1C=CC=CC=1)[P](C1C=CC=CC=1)(C1C=CC=CC=1)C1C=CC=CC=1. The product is [C:1]([O:5][C:6]([NH:8][C@@H:9]([CH2:42][C:43]1[CH:48]=[CH:47][CH:46]=[CH:45][CH:44]=1)[CH2:10][C@H:11]([OH:15])[C@@H:12]([NH:13][C:18](=[O:19])[O:20][CH2:21][C:22]1[CH:23]=[CH:24][CH:25]=[CH:26][CH:27]=1)[CH2:28][C:29]1[CH:34]=[CH:33][C:32]([C:56]2[CH:61]=[CH:60][CH:59]=[CH:58][N:57]=2)=[CH:31][CH:30]=1)=[O:7])([CH3:4])([CH3:2])[CH3:3]. The yield is 0.250. (5) The reactants are [C:1]([C:5]1[CH:9]=[C:8]([NH:10][C:11]([NH:13][C:14]2[CH:19]=[CH:18][C:17]([O:20][C:21]3[CH:26]=[CH:25][N:24]=[CH:23][CH:22]=3)=[CH:16][CH:15]=2)=[O:12])[N:7]([C:27]2[CH:32]=[CH:31][C:30]([CH2:33][C:34]([O:36]CC)=[O:35])=[CH:29][CH:28]=2)[N:6]=1)([CH3:4])([CH3:3])[CH3:2].[Li+].[OH-]. The catalyst is C1COCC1.O.CCO.Cl. The product is [C:1]([C:5]1[CH:9]=[C:8]([NH:10][C:11]([NH:13][C:14]2[CH:19]=[CH:18][C:17]([O:20][C:21]3[CH:26]=[CH:25][N:24]=[CH:23][CH:22]=3)=[CH:16][CH:15]=2)=[O:12])[N:7]([C:27]2[CH:28]=[CH:29][C:30]([CH2:33][C:34]([OH:36])=[O:35])=[CH:31][CH:32]=2)[N:6]=1)([CH3:4])([CH3:2])[CH3:3]. The yield is 0.920. (6) The reactants are Cl[C:2]1[C:11]2[C:6](=[CH:7][C:8]([O:14][CH3:15])=[C:9]([O:12][CH3:13])[CH:10]=2)[N:5]=[CH:4][C:3]=1[C:16]([NH2:18])=[O:17].[NH2:19][C:20]1[C:21]([CH3:29])=[C:22]([CH:26]=[CH:27][CH:28]=1)[C:23]([NH2:25])=[O:24].C(O)(=O)C.[OH-].[Na+]. The catalyst is CN(C=O)C.O. The product is [NH2:25][C:23]([C:22]1[C:21]([CH3:29])=[C:20]([CH:28]=[CH:27][CH:26]=1)[NH:19][C:2]1[C:11]2[C:6](=[CH:7][C:8]([O:14][CH3:15])=[C:9]([O:12][CH3:13])[CH:10]=2)[N:5]=[CH:4][C:3]=1[C:16]([NH2:18])=[O:17])=[O:24]. The yield is 0.610. (7) The reactants are CCN(C(C)C)C(C)C.[C:10]1([C:16]2[NH:20][C:19]([C:21]([OH:23])=O)=[CH:18][CH:17]=2)[CH:15]=[CH:14][CH:13]=[CH:12][CH:11]=1.C1C=CC2N(O)N=NC=2C=1.CCN=C=NCCCN(C)C.Cl.[NH2:46][CH2:47][C:48]([N:50]1[CH2:55][CH2:54][N:53]([C:56](=[O:67])[C:57]2[CH:62]=[CH:61][CH:60]=[CH:59][C:58]=2[C:63]([F:66])([F:65])[F:64])[CH2:52][CH2:51]1)=[O:49]. The catalyst is CN(C=O)C.O. The product is [O:49]=[C:48]([N:50]1[CH2:51][CH2:52][N:53]([C:56](=[O:67])[C:57]2[CH:62]=[CH:61][CH:60]=[CH:59][C:58]=2[C:63]([F:66])([F:65])[F:64])[CH2:54][CH2:55]1)[CH2:47][NH:46][C:21]([C:19]1[NH:20][C:16]([C:10]2[CH:11]=[CH:12][CH:13]=[CH:14][CH:15]=2)=[CH:17][CH:18]=1)=[O:23]. The yield is 0.720.